This data is from Kinase inhibitor binding affinity data with 442 proteins and 68 drugs (Kd values). The task is: Regression. Given a target protein amino acid sequence and a drug SMILES string, predict the binding affinity score between them. We predict pKd (pKd = -log10(Kd in M); higher means stronger binding). Dataset: davis. (1) The small molecule is COc1ccc(COc2ccc(Cc3cnc(N)nc3N)cc2OC)cc1. The target protein (CAMKK1) has sequence MEGGPAVCCQDPRAELVERVAAIDVTHLEEADGGPEPTRNGVDPPPRARAASVIPGSTSRLLPARPSLSARKLSLQERPAGSYLEAQAGPYATGPASHISPRAWRRPTIESHHVAISDAEDCVQLNQYKLQSEIGKGAYGVVRLAYNESEDRHYAMKVLSKKKLLKQYGFPRRPPPRGSQAAQGGPAKQLLPLERVYQEIAILKKLDHVNVVKLIEVLDDPAEDNLYLVFDLLRKGPVMEVPCDKPFSEEQARLYLRDVILGLEYLHCQKIVHRDIKPSNLLLGDDGHVKIADFGVSNQFEGNDAQLSSTAGTPAFMAPEAISDSGQSFSGKALDVWATGVTLYCFVYGKCPFIDDFILALHRKIKNEPVVFPEEPEISEELKDLILKMLDKNPETRIGVPDIKLHPWVTKNGEEPLPSEEEHCSVVEVTEEEVKNSVRLIPSWTTVILVKSMLRKRSFGNPFEPQARREERSMSAPGNLLVKEGFGEGGKSPELPGVQE.... The pKd is 5.0. (2) The compound is Cc1ccc(NC(=O)c2ccc(CN3CCN(C)CC3)cc2)cc1Nc1nc(-c2cccnc2)cs1. The target protein (PIK3CA(Q546K)) has sequence TMPPRPSSGELWGIHLMPPRILVECLLPNGMIVTLECLREATLITIKHELFKEARKYPLHQLLQDESSYIFVSVTQEAEREEFFDETRRLCDLRLFQPFLKVIEPVGNREEKILNREIGFAIGMPVCEFDMVKDPEVQDFRRNILNVCKEAVDLRDLNSPHSRAMYVYPPNVESSPELPKHIYNKLDKGQIIVVIWVIVSPNNDKQKYTLKINHDCVPEQVIAEAIRKKTRSMLLSSEQLKLCVLEYQGKYILKVCGCDEYFLEKYPLSQYKYIRSCIMLGRMPNLMLMAKESLYSQLPMDCFTMPSYSRRISTATPYMNGETSTKSLWVINSALRIKILCATYVNVNIRDIDKIYVRTGIYHGGEPLCDNVNTQRVPCSNPRWNEWLNYDIYIPDLPRAARLCLSICSVKGRKGAKEEHCPLAWGNINLFDYTDTLVSGKMALNLWPVPHGLEDLLNPIGVTGSNPNKETPCLELEFDWFSSVVKFPDMSVIEEHANWS.... The pKd is 5.0. (3) The compound is Cc1ccc(-n2nc(C(C)(C)C)cc2NC(=O)Nc2ccc(OCCN3CCOCC3)c3ccccc23)cc1. The target protein is PFCDPK1(Pfalciparum). The pKd is 5.0. (4) The target protein (MAP4K5) has sequence MEAPLRPAADILRRNPQQDYELVQRVGSGTYGDVYKARNVHTGELAAVKIIKLEPGDDFSLIQQEIFMVKECKHCNIVAYFGSYLSREKLWICMEYCGGGSLQDIYHVTGPLSELQIAYVCRETLQGLAYLHTKGKMHRDIKGANILLTDHGDVKLADFGVAAKITATIAKRKSFIGTPYWMAPEVAAVEKNGGYNQLCDIWAVGITAIELGELQPPMFDLHPMRALFLMSKSNFQPPKLKDKTKWSSTFHNFVKIALTKNPKKRPTAERLLTHTFVAQPGLSRALAVELLDKVNNPDNHAHYTEADDDDFEPHAIIRHTIRSTNRNARAERTASEINFDKLQFEPPLRKETEARDEMGLSSDPNFMLQWNPFVDGANTGKSTSKRAIPPPLPPKPRISSYPEDNFPDEEKASTIKHCPDSESRAPQILRRQSSPSCGPVAETSSIGNGDGISKLMSENTEGSAQAPQLPRKNDKRDFPKPAINGLPPTPKVLMGACFSK.... The small molecule is Cc1ccc(-n2nc(C(C)(C)C)cc2NC(=O)Nc2ccc(OCCN3CCOCC3)c3ccccc23)cc1. The pKd is 5.0. (5) The target protein (CDC2L2) has sequence EESEEEEEEEEEEEEETGSNSEEASEQSAEEVSEEEMSEDEERENENHLLVVPESRFDRDSGESEEAEEEVGEGTPQSSALTEGDYVPDSPALLPIELKQELPKYLPALQGCRSVEEFQCLNRIEEGTYGVVYRAKDKKTDEIVALKRLKMEKEKEGFPITSLREINTILKAQHPNIVTVREIVVGSNMDKIYIVMNYVEHDLKSLMETMKQPFLPGEVKTLMIQLLRGVKHLHDNWILHRDLKTSNLLLSHAGILKVGDFGLAREYGSPLKAYTPVVVTQWYRAPELLLGAKEYSTAVDMWSVGCIFGELLTQKPLFPGNSEIDQINKVFKELGTPSEKIWPGYSELPVVKKMTFSEHPYNNLRKRFGALLSDQGFDLMNKFLTYFPGRRISAEDGLKHEYFRETPLPIDPSMFPTWPAKSEQQRVKRGTSPRPPEGGLGYSQLGDDDLKETGFHLTTTNQGASAAGPGFSLKF. The pKd is 5.0. The compound is CCOc1cc2ncc(C#N)c(Nc3ccc(OCc4ccccn4)c(Cl)c3)c2cc1NC(=O)C=CCN(C)C. (6) The drug is COc1cc(Nc2c(C#N)cnc3cc(OCCCN4CCN(C)CC4)c(OC)cc23)c(Cl)cc1Cl. The target protein (YES) has sequence MGCIKSKENKSPAIKYRPENTPEPVSTSVSHYGAEPTTVSPCPSSSAKGTAVNFSSLSMTPFGGSSGVTPFGGASSSFSVVPSSYPAGLTGGVTIFVALYDYEARTTEDLSFKKGERFQIINNTEGDWWEARSIATGKNGYIPSNYVAPADSIQAEEWYFGKMGRKDAERLLLNPGNQRGIFLVRESETTKGAYSLSIRDWDEIRGDNVKHYKIRKLDNGGYYITTRAQFDTLQKLVKHYTEHADGLCHKLTTVCPTVKPQTQGLAKDAWEIPRESLRLEVKLGQGCFGEVWMGTWNGTTKVAIKTLKPGTMMPEAFLQEAQIMKKLRHDKLVPLYAVVSEEPIYIVTEFMSKGSLLDFLKEGDGKYLKLPQLVDMAAQIADGMAYIERMNYIHRDLRAANILVGENLVCKIADFGLARLIEDNEYTARQGAKFPIKWTAPEAALYGRFTIKSDVWSFGILQTELVTKGRVPYPGMVNREVLEQVERGYRMPCPQGCPES.... The pKd is 8.4. (7) The small molecule is Cc1cnc(Nc2ccc(OCCN3CCCC3)cc2)nc1Nc1cccc(S(=O)(=O)NC(C)(C)C)c1. The target protein is PFCDPK1(Pfalciparum). The pKd is 5.9.